This data is from Aqueous solubility values for 9,982 compounds from the AqSolDB database. The task is: Regression/Classification. Given a drug SMILES string, predict its absorption, distribution, metabolism, or excretion properties. Task type varies by dataset: regression for continuous measurements (e.g., permeability, clearance, half-life) or binary classification for categorical outcomes (e.g., BBB penetration, CYP inhibition). For this dataset (solubility_aqsoldb), we predict Y. (1) The compound is CCC(C)CC. The Y is -3.68 log mol/L. (2) The drug is Nc1ccc(O)cc1[N+](=O)[O-]. The Y is -1.83 log mol/L. (3) The drug is CCCCN(CCCC)C(=O)N(CCCC)CCCC. The Y is -4.82 log mol/L. (4) The molecule is N#CC(Br)(Br)C(N)=O. The Y is -1.21 log mol/L. (5) The molecule is C#CC1CN2CCC1CC2C(O)c1ccnc2ccc(OC)cc12. The Y is -2.12 log mol/L. (6) The molecule is COC1=CC(=O)C2(Oc3c(Cl)c(OC)cc(OC)c3C2=O)C(C)C1. The Y is -4.40 log mol/L. (7) The drug is OCCOc1cccc(OCCO)c1. The Y is -1.02 log mol/L.